From a dataset of Forward reaction prediction with 1.9M reactions from USPTO patents (1976-2016). Predict the product of the given reaction. (1) The product is: [CH:1]12[CH2:2][CH:3]3[CH2:4][CH:5]([CH2:6][CH:7]([CH2:9]3)[CH:8]1[CH2:18][N:13]1[CH:17]=[CH:16][CH:15]=[N:14]1)[CH2:10]2. Given the reactants [C:1]12(CO)[CH2:10][CH:5]3[CH2:6][CH:7]([CH2:9][CH:3]([CH2:4]3)[CH2:2]1)[CH2:8]2.[NH:13]1[CH:17]=[CH:16][CH:15]=[N:14]1.[CH3:18]C1C(B2OC(C)(C)C(C)(C)O2)=C(C)NN=1, predict the reaction product. (2) The product is: [NH2:1][C:2]1[C:11]2[C:6](=[C:7]([C:23]3[CH:24]=[C:19]([O:18][CH3:17])[CH:20]=[CH:21][C:22]=3[O:25][CH3:26])[CH:8]=[CH:9][CH:10]=2)[N:5]=[N:4][C:3]=1[C:13]([NH:15][CH3:16])=[O:14]. Given the reactants [NH2:1][C:2]1[C:11]2[C:6](=[C:7](Br)[CH:8]=[CH:9][CH:10]=2)[N:5]=[N:4][C:3]=1[C:13]([NH:15][CH3:16])=[O:14].[CH3:17][O:18][C:19]1[CH:24]=[CH:23][C:22]([O:25][CH3:26])=[CH:21][C:20]=1B(O)O.C(=O)([O-])[O-].[K+].[K+], predict the reaction product. (3) The product is: [CH:1]([N:4]([CH2:8][CH2:9][CH:10]([C:17]1[CH:22]=[C:21]([CH2:23][OH:24])[CH:20]=[CH:19][C:18]=1[O:27][CH2:28][C:29]1[CH:30]=[CH:31][CH:32]=[CH:33][CH:34]=1)[C:11]1[CH:16]=[CH:15][CH:14]=[CH:13][CH:12]=1)[CH:5]([CH3:7])[CH3:6])([CH3:2])[CH3:3]. Given the reactants [CH:1]([N:4]([CH2:8][CH2:9][CH:10]([C:17]1[CH:22]=[C:21]([C:23](OC)=[O:24])[CH:20]=[CH:19][C:18]=1[O:27][CH2:28][C:29]1[CH:34]=[CH:33][CH:32]=[CH:31][CH:30]=1)[C:11]1[CH:16]=[CH:15][CH:14]=[CH:13][CH:12]=1)[CH:5]([CH3:7])[CH3:6])([CH3:3])[CH3:2].[H-].[Al+3].[Li+].[H-].[H-].[H-], predict the reaction product. (4) Given the reactants [F:1][C:2]1[CH:7]=[CH:6][C:5]([S:8][CH2:9][CH2:10][CH2:11][C:12]([OH:14])=O)=[CH:4][CH:3]=1.[Cl:15][C:16]1[CH:24]=[CH:23][CH:22]=[CH:21][C:17]=1[CH2:18][NH:19][CH3:20], predict the reaction product. The product is: [Cl:15][C:16]1[CH:24]=[CH:23][CH:22]=[CH:21][C:17]=1[CH2:18][N:19]([CH3:20])[C:12](=[O:14])[CH2:11][CH2:10][CH2:9][S:8][C:5]1[CH:4]=[CH:3][C:2]([F:1])=[CH:7][CH:6]=1.